From a dataset of Forward reaction prediction with 1.9M reactions from USPTO patents (1976-2016). Predict the product of the given reaction. (1) Given the reactants C(O[CH2:5][C:6]1[CH:15]=[C:14]([CH3:16])[C:13]2[CH:12]=[C:11]3[O:17][C:18]([CH3:22])([CH3:21])[CH:19]=[CH:20][C:10]3=[CH:9][C:8]=2[N:7]=1)(=O)C.CC1(C)[O:39]C2=CC3C(C)=CC(C)=NC=3C=C2C=C1.ClC1C=CC=C(C(OO)=O)C=1, predict the reaction product. The product is: [CH3:21][C:18]1([CH3:22])[O:17][C:11]2=[CH:12][C:13]3[C:14]([CH3:16])=[CH:15][C:6]([CH3:5])=[N+:7]([O-:39])[C:8]=3[CH:9]=[C:10]2[CH:20]=[CH:19]1. (2) Given the reactants [F:1][C:2]1[CH:7]=[CH:6][C:5]([NH:8][C:9]([C:11]2[O:15][C:14]([CH3:16])=[N:13][C:12]=2[CH3:17])=[O:10])=[CH:4][C:3]=1[C:18]1[N:19]=[C:20]2[N:25]=[CH:24][C:23]([C:26]#[C:27][CH2:28][CH2:29][O:30]C3CCCCO3)=[CH:22][N:21]2[CH:37]=1.C1(C)C=CC(S(O)(=O)=O)=CC=1.CCOC(C)=O.C([O-])(O)=O.[Na+], predict the reaction product. The product is: [F:1][C:2]1[CH:7]=[CH:6][C:5]([NH:8][C:9]([C:11]2[O:15][C:14]([CH3:16])=[N:13][C:12]=2[CH3:17])=[O:10])=[CH:4][C:3]=1[C:18]1[N:19]=[C:20]2[N:25]=[CH:24][C:23]([C:26]#[C:27][CH2:28][CH2:29][OH:30])=[CH:22][N:21]2[CH:37]=1. (3) Given the reactants [CH2:1]([C:8]1[O:9][C:10]2[CH:27]=[CH:26][CH:25]=[CH:24][C:11]=2[C:12]=1[C:13]([C:15]1[CH:20]=[C:19]([I:21])[C:18]([OH:22])=[C:17]([I:23])[CH:16]=1)=[O:14])[C:2]1[CH:7]=[CH:6][CH:5]=[CH:4][CH:3]=1.Br[CH2:29][C:30]([O:32]C(C)(C)C)=[O:31], predict the reaction product. The product is: [CH2:1]([C:8]1[O:9][C:10]2[CH:27]=[CH:26][CH:25]=[CH:24][C:11]=2[C:12]=1[C:13]([C:15]1[CH:20]=[C:19]([I:21])[C:18]([O:22][CH2:29][C:30]([OH:32])=[O:31])=[C:17]([I:23])[CH:16]=1)=[O:14])[C:2]1[CH:7]=[CH:6][CH:5]=[CH:4][CH:3]=1. (4) Given the reactants [CH2:1]([O:3][C:4]([C:6]1[CH:7]=[C:8]2[C:13](=[CH:14][CH:15]=1)[NH:12][CH:11]([C:16]1[CH:21]=[CH:20][CH:19]=[C:18](Br)[CH:17]=1)[C:10]([CH3:24])([CH3:23])[CH2:9]2)=[O:5])[CH3:2].[CH:25]([O:28][C:29]1[CH:34]=[CH:33][C:32](B(O)O)=[CH:31][CH:30]=1)([CH3:27])[CH3:26].C(=O)([O-])[O-].[Na+].[Na+].C(OCC)(=O)C, predict the reaction product. The product is: [CH2:1]([O:3][C:4]([C:6]1[CH:7]=[C:8]2[C:13](=[CH:14][CH:15]=1)[NH:12][CH:11]([C:16]1[CH:17]=[C:18]([C:32]3[CH:33]=[CH:34][C:29]([O:28][CH:25]([CH3:27])[CH3:26])=[CH:30][CH:31]=3)[CH:19]=[CH:20][CH:21]=1)[C:10]([CH3:24])([CH3:23])[CH2:9]2)=[O:5])[CH3:2]. (5) Given the reactants [CH3:1][O:2][C:3]1[CH:12]=[C:11]2[C:6]([CH:7]=[CH:8][CH:9]=[C:10]2[NH2:13])=[CH:5][CH:4]=1.Br[C:15]1[C:23]([N+:24]([O-:26])=[O:25])=[CH:22][CH:21]=[CH:20][C:16]=1[C:17]([OH:19])=[O:18], predict the reaction product. The product is: [CH3:1][O:2][C:3]1[CH:12]=[C:11]2[C:6]([CH:7]=[CH:8][CH:9]=[C:10]2[NH:13][C:15]2[C:23]([N+:24]([O-:26])=[O:25])=[CH:22][CH:21]=[CH:20][C:16]=2[C:17]([OH:19])=[O:18])=[CH:5][CH:4]=1.